The task is: Predict which catalyst facilitates the given reaction.. This data is from Catalyst prediction with 721,799 reactions and 888 catalyst types from USPTO. (1) Reactant: [CH3:1][C:2]1[N:6]([CH2:7][C:8]([N:10]2[CH2:15][CH2:14][CH:13]([C:16]3[CH:17]=[C:18]([CH:22]=[CH:23][CH:24]=3)[C:19](O)=[O:20])[CH2:12][CH2:11]2)=[O:9])[N:5]=[C:4]([C:25]([F:28])([F:27])[F:26])[CH:3]=1.C(N(C(C)C)CC)(C)C.C[NH3+].F[P-](F)(F)(F)(F)F.N1(OC(N(C)C)=[N+](C)C)C2N=CC=CC=2N=N1.F[P-](F)(F)(F)(F)F.[CH3:71][NH:72][C@@H:73]([C:75]1[CH:80]=[CH:79][CH:78]=[CH:77][CH:76]=1)[CH3:74]. Product: [CH3:71][N:72]([C@@H:73]([C:75]1[CH:80]=[CH:79][CH:78]=[CH:77][CH:76]=1)[CH3:74])[C:19](=[O:20])[C:18]1[CH:22]=[CH:23][CH:24]=[C:16]([CH:13]2[CH2:12][CH2:11][N:10]([C:8](=[O:9])[CH2:7][N:6]3[C:2]([CH3:1])=[CH:3][C:4]([C:25]([F:28])([F:27])[F:26])=[N:5]3)[CH2:15][CH2:14]2)[CH:17]=1. The catalyst class is: 3. (2) Product: [Br:19][C:16]1[CH:15]=[C:12]([CH2:13][N:1]2[CH2:5][CH2:4][CH2:3][CH2:2]2)[C:11]([NH2:10])=[N:18][CH:17]=1. The catalyst class is: 5. Reactant: [NH:1]1[CH2:5][CH2:4][CH2:3][CH2:2]1.C(O)(=O)C.[NH2:10][C:11]1[N:18]=[CH:17][C:16]([Br:19])=[CH:15][C:12]=1[CH:13]=O.C([BH3-])#N.[Na+]. (3) Reactant: FC(F)(F)S(OS(C(F)(F)F)(=O)=O)(=O)=O.C1(P(=O)(C2C=CC=CC=2)C2C=CC=CC=2)C=CC=CC=1.[CH:36]1([C:39]2[C:40]([O:55][CH2:56][C:57]([F:60])([F:59])[F:58])=[CH:41][C:42]([C:45]([NH:47][NH:48][C:49](=O)[C:50]([CH3:53])([CH3:52])[CH3:51])=[O:46])=[N:43][CH:44]=2)[CH2:38][CH2:37]1.C([O-])(O)=O.[Na+]. Product: [C:50]([C:49]1[O:46][C:45]([C:42]2[CH:41]=[C:40]([O:55][CH2:56][C:57]([F:59])([F:58])[F:60])[C:39]([CH:36]3[CH2:38][CH2:37]3)=[CH:44][N:43]=2)=[N:47][N:48]=1)([CH3:52])([CH3:53])[CH3:51]. The catalyst class is: 390. (4) Reactant: [Br:1][CH2:2][CH2:3][CH2:4][O:5][CH2:6][O:7][CH3:8].[C:9]1([P:15]([C:22]2[CH:27]=[CH:26][CH:25]=[CH:24][CH:23]=2)[C:16]2[CH:21]=[CH:20][CH:19]=[CH:18][CH:17]=2)[CH:14]=[CH:13][CH:12]=[CH:11][CH:10]=1. Product: [Br-:1].[CH3:8][O:7][CH2:6][O:5][CH2:4][CH2:3][CH2:2][P+:15]([C:16]1[CH:17]=[CH:18][CH:19]=[CH:20][CH:21]=1)([C:22]1[CH:27]=[CH:26][CH:25]=[CH:24][CH:23]=1)[C:9]1[CH:10]=[CH:11][CH:12]=[CH:13][CH:14]=1. The catalyst class is: 11. (5) Reactant: C([N:4]([S:11]([C:14]1[CH:19]=[CH:18][C:17]([C:20]2[C:21]([C:26]3[CH:31]=[CH:30][CH:29]=[CH:28][CH:27]=3)=[N:22][O:23][C:24]=2[CH3:25])=[CH:16][CH:15]=1)(=[O:13])=[O:12])[CH2:5][C:6]([O:8]CC)=[O:7])(=O)C.O[Li].O. Product: [CH3:25][C:24]1[O:23][N:22]=[C:21]([C:26]2[CH:27]=[CH:28][CH:29]=[CH:30][CH:31]=2)[C:20]=1[C:17]1[CH:18]=[CH:19][C:14]([S:11]([NH:4][CH2:5][C:6]([OH:8])=[O:7])(=[O:13])=[O:12])=[CH:15][CH:16]=1. The catalyst class is: 24. (6) Reactant: Cl.[C:2]([C:4]1[CH:9]=[CH:8][C:7]([N:10]([C:20]([C:22]2[CH:27]=[CH:26][N:25]3[N:28]=[CH:29][C:30]([C:31]4[CH:32]=[N:33][C:34]([C:37](=[O:40])[NH:38][CH3:39])=[CH:35][CH:36]=4)=[C:24]3[CH:23]=2)=[O:21])[N:11](C)[C:12](OC(C)(C)C)=O)=[CH:6][CH:5]=1)#[N:3]. Product: [C:2]([C:4]1[CH:9]=[CH:8][C:7]([N:10]([C:20]([C:22]2[CH:27]=[CH:26][N:25]3[N:28]=[CH:29][C:30]([C:31]4[CH:36]=[CH:35][C:34]([C:37]([NH:38][CH3:39])=[O:40])=[N:33][CH:32]=4)=[C:24]3[CH:23]=2)=[O:21])[NH:11][CH3:12])=[CH:6][CH:5]=1)#[N:3]. The catalyst class is: 12. (7) Reactant: [N:1]([C:4]1[C:5]2[NH:12][CH:11]=[C:10]([C@@H:13]3[N:17]([C:18]([O:20][C:21]([CH3:24])([CH3:23])[CH3:22])=[O:19])[C@H:16]([CH2:25][OH:26])[C@H:15]4[O:27][C:28]([CH3:31])([CH3:30])[O:29][C@@H:14]34)[C:6]=2[N:7]=[CH:8][N:9]=1)=[N+:2]=[N-:3].[C:32]([NH:35][C@@H:36]1[C@@H:41]([NH:42][C:43]([O:45][C:46](C)([CH3:48])[CH3:47])=[O:44])[CH2:40][C:39]([C:50](O)=[O:51])=[CH:38][C@H:37]1[O:53][CH:54]([CH2:57][CH3:58])[CH2:55][CH3:56])(=[O:34])[CH3:33].Cl.CN(C)CCCN=C=NCC. Product: [C:32]([NH:35][C@@H:36]1[C@@H:41]([NH:42][C:43]([O:45][CH:46]([CH3:48])[CH3:47])=[O:44])[CH2:40][C:39]([C:50]([O:26][CH2:25][C@H:16]2[N:17]([C:18]([O:20][C:21]([CH3:24])([CH3:23])[CH3:22])=[O:19])[C@@H:13]([C:10]3[C:6]4[N:7]=[CH:8][N:9]=[C:4]([N:1]=[N+:2]=[N-:3])[C:5]=4[NH:12][CH:11]=3)[C@@H:14]3[O:29][C:28]([CH3:31])([CH3:30])[O:27][C@H:15]23)=[O:51])=[CH:38][C@H:37]1[O:53][CH:54]([CH2:55][CH3:56])[CH2:57][CH3:58])(=[O:34])[CH3:33]. The catalyst class is: 172. (8) Reactant: [CH3:1][N:2]1[C:6]2[C:7]([CH:11]([CH2:15][CH2:16][CH3:17])[CH2:12][CH2:13][CH3:14])=[CH:8][CH:9]=[CH:10][C:5]=2[NH:4][C:3]1=O.P(Cl)(Cl)([Cl:21])=O. Product: [Cl:21][C:3]1[N:2]([CH3:1])[C:6]2[C:7]([CH:11]([CH2:15][CH2:16][CH3:17])[CH2:12][CH2:13][CH3:14])=[CH:8][CH:9]=[CH:10][C:5]=2[N:4]=1. The catalyst class is: 13. (9) The catalyst class is: 9. Product: [Cl:25][C:26]1[N:31]=[C:30]([O:18][CH2:17][C:14]2[CH:15]=[CH:16][C:9]([O:8][C:5]3[CH:6]=[CH:7][C:2]([Cl:1])=[C:3]([C:19]([F:20])([F:21])[F:22])[CH:4]=3)=[C:10]([CH:13]=2)[C:11]#[N:12])[CH:29]=[CH:28][N:27]=1. Reactant: [Cl:1][C:2]1[CH:7]=[CH:6][C:5]([O:8][C:9]2[CH:16]=[CH:15][C:14]([CH2:17][OH:18])=[CH:13][C:10]=2[C:11]#[N:12])=[CH:4][C:3]=1[C:19]([F:22])([F:21])[F:20].[H-].[Na+].[Cl:25][C:26]1[N:31]=[C:30](Cl)[CH:29]=[CH:28][N:27]=1. (10) Reactant: [N+:1]([C:4]1[CH:5]=[CH:6][C:7]([OH:10])=[N:8][CH:9]=1)([O-:3])=[O:2].[Br:11]Br. Product: [Br:11][C:6]1[C:7]([OH:10])=[N:8][CH:9]=[C:4]([N+:1]([O-:3])=[O:2])[CH:5]=1. The catalyst class is: 6.